Task: Predict the product of the given reaction.. Dataset: Forward reaction prediction with 1.9M reactions from USPTO patents (1976-2016) (1) Given the reactants [CH3:1][O:2][C:3]1[CH:8]=[CH:7][C:6]([NH:9][C:10]2[CH:15]=[CH:14][CH:13]=[CH:12][CH:11]=2)=[C:5]([CH3:16])[CH:4]=1.I[C:18]1[CH:23]=[CH:22][C:21]([C:24]2[CH:29]=[CH:28][C:27]([C:30]3[CH:35]=[CH:34][C:33](I)=[CH:32][CH:31]=3)=[CH:26][CH:25]=2)=[CH:20][CH:19]=1.[C:37](=[O:40])([O-])[O-].[K+].[K+].CCCCC[CH2:48][CH2:49][CH2:50][CH2:51][CH2:52][CH2:53][CH3:54], predict the reaction product. The product is: [CH3:1][O:2][C:3]1[CH:8]=[CH:7][C:6]([N:9]([C:10]2[CH:11]=[CH:12][CH:13]=[CH:14][CH:15]=2)[C:18]2[CH:23]=[CH:22][C:21]([C:24]3[CH:29]=[CH:28][C:27]([C:30]4[CH:35]=[CH:34][C:33]([N:9]([C:54]5[CH:53]=[CH:52][C:51]([O:40][CH3:37])=[CH:50][C:49]=5[CH3:48])[C:6]5[CH:7]=[CH:8][CH:3]=[CH:4][CH:5]=5)=[CH:32][CH:31]=4)=[CH:26][CH:25]=3)=[CH:20][CH:19]=2)=[C:5]([CH3:16])[CH:4]=1. (2) Given the reactants [O:1]1[C:5]2[CH:6]=[CH:7][CH:8]=[CH:9][C:4]=2[C:3]([NH2:10])=[N:2]1.[C:11](=[O:14])([O-])[O-].[Cs+].[Cs+].BrC[C:19]([Cl:21])=O.O, predict the reaction product. The product is: [O:1]1[C:5]2[CH:6]=[CH:7][CH:8]=[CH:9][C:4]=2[C:3]([NH:10][C:11](=[O:14])[CH2:19][Cl:21])=[N:2]1. (3) Given the reactants [CH3:1][C:2]1([CH3:16])[C:6]([CH3:8])([CH3:7])[O:5][B:4]([C:9]2[CH:10]=[CH:11][C:12]([NH2:15])=[N:13][CH:14]=2)[O:3]1.CN(C1C=CC=CN=1)C.C(N(CC)CC)C.[C:33](OC(=O)C)(=[O:35])[CH3:34], predict the reaction product. The product is: [CH3:8][C:6]1([CH3:7])[C:2]([CH3:16])([CH3:1])[O:3][B:4]([C:9]2[CH:10]=[CH:11][C:12]([NH:15][C:33](=[O:35])[CH3:34])=[N:13][CH:14]=2)[O:5]1. (4) Given the reactants [Br:1][C:2]1[CH:18]=[CH:17][C:5]([C:6]([C@@H:8]2[CH2:13][CH2:12][CH2:11][CH2:10][C@H:9]2[C:14]([OH:16])=[O:15])=[O:7])=[CH:4][CH:3]=1.[CH3:19][Si:20]([CH3:25])([CH3:24])[CH2:21][CH2:22]O.CCN=C=NCCCN(C)C.O, predict the reaction product. The product is: [Br:1][C:2]1[CH:3]=[CH:4][C:5]([C:6]([C@@H:8]2[CH2:13][CH2:12][CH2:11][CH2:10][C@H:9]2[C:14]([O:16][CH2:22][CH2:21][Si:20]([CH3:25])([CH3:24])[CH3:19])=[O:15])=[O:7])=[CH:17][CH:18]=1. (5) Given the reactants C(OC(=O)[NH:7][CH:8]1[CH2:11][N:10]([C:12]2[CH:17]=[CH:16][N:15]=[C:14](NCCCC)[N:13]=2)[CH2:9]1)(C)(C)C.C(OC(=O)NC1CN(C2C=CN=C(Cl)N=2)C1)(C)(C)C.[CH2:43]([NH2:47])[CH2:44][CH2:45][CH3:46], predict the reaction product. The product is: [NH2:7][CH:8]1[CH2:9][N:10]([C:12]2[CH:17]=[CH:16][N:15]=[C:14]([CH2:46][CH2:45][CH2:44][CH2:43][NH2:47])[N:13]=2)[CH2:11]1. (6) Given the reactants FC(F)(F)C(O)=O.C(OC(=O)[NH:14][C@H:15]([CH2:33][C:34]1[CH:39]=[CH:38][C:37]([O:40][CH3:41])=[CH:36][CH:35]=1)[C:16]([N:18]1[CH2:21][C:20]([CH:27]2[CH2:32][CH2:31][CH2:30][CH2:29][CH2:28]2)([CH2:22][CH2:23][CH2:24][CH2:25][CH3:26])[CH2:19]1)=[O:17])(C)(C)C, predict the reaction product. The product is: [NH2:14][C@H:15]([CH2:33][C:34]1[CH:35]=[CH:36][C:37]([O:40][CH3:41])=[CH:38][CH:39]=1)[C:16]([N:18]1[CH2:21][C:20]([CH:27]2[CH2:32][CH2:31][CH2:30][CH2:29][CH2:28]2)([CH2:22][CH2:23][CH2:24][CH2:25][CH3:26])[CH2:19]1)=[O:17]. (7) Given the reactants [NH2:1][CH:2]([CH3:30])[C:3]([N:5]1[N:9]=[C:8]([C:10]2[CH:15]=[C:14]([F:16])[CH:13]=[CH:12][C:11]=2[F:17])[S:7][C:6]1([CH2:24][CH2:25][CH2:26][N:27]=[N+]=[N-])[C:18]1[CH:23]=[CH:22][CH:21]=[CH:20][CH:19]=1)=[O:4].Cl.N#N, predict the reaction product. The product is: [NH2:1][CH:2]([CH3:30])[C:3]([N:5]1[N:9]=[C:8]([C:10]2[CH:15]=[C:14]([F:16])[CH:13]=[CH:12][C:11]=2[F:17])[S:7][C:6]1([CH2:24][CH2:25][CH2:26][NH2:27])[C:18]1[CH:19]=[CH:20][CH:21]=[CH:22][CH:23]=1)=[O:4].